Dataset: Blood-brain barrier penetration binary classification data from Martins et al.. Task: Regression/Classification. Given a drug SMILES string, predict its absorption, distribution, metabolism, or excretion properties. Task type varies by dataset: regression for continuous measurements (e.g., permeability, clearance, half-life) or binary classification for categorical outcomes (e.g., BBB penetration, CYP inhibition). Dataset: bbb_martins. (1) The molecule is COc1ccc2c3c1O[C@H]1C[C@@H](O)C=C[C@@]31CCN(C)C2. The result is 1 (penetrates BBB). (2) The drug is NC(=O)NO. The result is 1 (penetrates BBB).